Dataset: Reaction yield outcomes from USPTO patents with 853,638 reactions. Task: Predict the reaction yield, written as a fraction of the theoretical maximum amount of product (1.0 means a 100% yield; for example, 0.34 means a 34% yield). (1) The reactants are [CH2:1]([N:3]1[C:12]2[C:7](=[CH:8][C:9]([N+:13]([O-])=O)=[CH:10][CH:11]=2)[C:6](=[O:16])[N:5]([CH2:17][C:18]#[CH:19])[C:4]1=[O:20])[CH3:2].[Sn](Cl)Cl. The catalyst is C(O)C. The product is [NH2:13][C:9]1[CH:8]=[C:7]2[C:12](=[CH:11][CH:10]=1)[N:3]([CH2:1][CH3:2])[C:4](=[O:20])[N:5]([CH2:17][C:18]#[CH:19])[C:6]2=[O:16]. The yield is 0.955. (2) The reactants are [CH2:1]([O:8][C:9]1[CH:14]=[CH:13][C:12]([CH:15]([OH:22])[C:16]#[C:17][C:18]([CH3:21])([OH:20])[CH3:19])=[CH:11][CH:10]=1)[C:2]1[CH:7]=[CH:6][CH:5]=[CH:4][CH:3]=1.C1C=C[NH+]=CC=1.[O-][Cr](Cl)(=O)=O. The catalyst is C(Cl)Cl. The product is [CH2:1]([O:8][C:9]1[CH:10]=[CH:11][C:12]([C:15](=[O:22])[C:16]#[C:17][C:18]([OH:20])([CH3:19])[CH3:21])=[CH:13][CH:14]=1)[C:2]1[CH:3]=[CH:4][CH:5]=[CH:6][CH:7]=1. The yield is 0.510. (3) The reactants are C([O:4][C@H:5]1[C@H:11]([O:12]C(=O)C)[C@@H:10]([O:16]C(=O)C)[C@:9]2([C:21]3[CH:26]=[CH:25][C:24]([Cl:27])=[C:23]([CH2:28][C:29]4[CH:34]=[CH:33][C:32]([O:35][CH2:36][C:37](=[N:39][O:40][CH3:41])[CH3:38])=[CH:31][CH:30]=4)[CH:22]=3)[O:20][C@@:6]1([CH2:42][O:43]C(=O)C)[CH2:7][O:8]2)(=O)C.O.[OH-].[Li+]. The catalyst is C1COCC1.CO.O. The product is [CH3:41][O:40][N:39]=[C:37]([CH3:38])[CH2:36][O:35][C:32]1[CH:31]=[CH:30][C:29]([CH2:28][C:23]2[CH:22]=[C:21]([C@@:9]34[O:20][C@@:6]([CH2:42][OH:43])([CH2:7][O:8]3)[C@@H:5]([OH:4])[C@H:11]([OH:12])[C@H:10]4[OH:16])[CH:26]=[CH:25][C:24]=2[Cl:27])=[CH:34][CH:33]=1. The yield is 0.670. (4) The reactants are [Cl-].[Al+3].[Cl-].[Cl-].[O:5]1[C:10]2[CH:11]=[CH:12][CH:13]=[CH:14][C:9]=2[NH:8][C:7](=[O:15])[CH2:6]1.[Br:16][CH:17]([CH3:21])[C:18](Br)=[O:19]. The yield is 0.881. The catalyst is C(Cl)Cl. The product is [Br:16][CH:17]([CH3:21])[C:18]([C:12]1[CH:13]=[CH:14][C:9]2[NH:8][C:7](=[O:15])[CH2:6][O:5][C:10]=2[CH:11]=1)=[O:19]. (5) The reactants are [CH3:1][O:2][C:3](=[O:15])[C:4](O)=[CH:5][C:6](=O)[C:7]1[CH:8]=[N:9][CH:10]=[CH:11][CH:12]=1.Cl.[Cl:17][C:18]1[CH:19]=[C:20]([NH:25][NH2:26])[CH:21]=[CH:22][C:23]=1[Cl:24]. The catalyst is CCO. The product is [ClH:17].[CH3:1][O:2][C:3]([C:4]1[CH:5]=[C:6]([C:7]2[CH:8]=[N:9][CH:10]=[CH:11][CH:12]=2)[N:25]([C:20]2[CH:21]=[CH:22][C:23]([Cl:24])=[C:18]([Cl:17])[CH:19]=2)[N:26]=1)=[O:15]. The yield is 0.700. (6) The product is [N:14]1[CH:15]=[CH:16][C:11]([S:8][C:4]2[CH:3]=[C:2]([CH:7]=[CH:6][CH:5]=2)[NH2:1])=[CH:12][CH:13]=1. The catalyst is CN(C=O)C.CCOC(C)=O.O. The yield is 0.660. The reactants are [NH2:1][C:2]1[CH:3]=[C:4]([SH:8])[CH:5]=[CH:6][CH:7]=1.Cl.Cl[C:11]1[CH:16]=[CH:15][N:14]=[CH:13][CH:12]=1.C([O-])([O-])=O.[K+].[K+]. (7) The reactants are [CH2:1]([O:8][C:9]1[CH:14]=[CH:13][C:12]([N+:15]([O-])=O)=[CH:11][C:10]=1[F:18])[C:2]1[CH:7]=[CH:6][CH:5]=[CH:4][CH:3]=1.C1(C)C=CC=CC=1.C([O-])=O.[NH4+]. The catalyst is [Fe].O. The product is [CH2:1]([O:8][C:9]1[CH:14]=[CH:13][C:12]([NH2:15])=[CH:11][C:10]=1[F:18])[C:2]1[CH:3]=[CH:4][CH:5]=[CH:6][CH:7]=1. The yield is 0.870. (8) The reactants are [C:1]1([N:7]2[C:11]([NH2:12])=[CH:10][C:9]([C:13]([CH3:19])([CH3:18])[C:14]([F:17])([F:16])[F:15])=[N:8]2)[CH:6]=[CH:5][CH:4]=[CH:3][CH:2]=1.C(=O)([O-])[O-].[K+].[K+].Cl[C:27]([O:29][C:30]1[CH:35]=[CH:34][CH:33]=[CH:32][CH:31]=1)=[O:28]. The catalyst is C(Cl)Cl. The product is [C:1]1([N:7]2[C:11]([NH:12][C:27](=[O:28])[O:29][C:30]3[CH:35]=[CH:34][CH:33]=[CH:32][CH:31]=3)=[CH:10][C:9]([C:13]([CH3:19])([CH3:18])[C:14]([F:16])([F:17])[F:15])=[N:8]2)[CH:2]=[CH:3][CH:4]=[CH:5][CH:6]=1. The yield is 0.870. (9) The reactants are [N+:1]([O-:4])(O)=[O:2].[F:5][C:6]1[CH:14]=[CH:13][CH:12]=[C:11]2[C:7]=1[CH2:8][N:9]([CH3:15])[CH2:10]2. The catalyst is OS(O)(=O)=O.O. The product is [F:5][C:6]1[CH:14]=[C:13]([N+:1]([O-:4])=[O:2])[CH:12]=[C:11]2[C:7]=1[CH2:8][N:9]([CH3:15])[CH2:10]2. The yield is 0.387. (10) The reactants are [CH3:1][C:2]([OH:7])([CH3:6])[CH2:3][CH2:4][OH:5].[H-].[Na+].[CH2:10]([N:14]1[C:18]2[CH:19]=[N:20][CH:21]=[CH:22][C:17]=2[S:16]/[C:15]/1=[N:23]\[C:24](=[O:36])[C:25]1[CH:30]=[C:29]([C:31]([F:34])([F:33])[F:32])[CH:28]=[CH:27][C:26]=1F)[CH2:11][CH2:12][CH3:13]. The catalyst is C1COCC1. The product is [CH2:10]([N:14]1[C:18]2[CH:19]=[N:20][CH:21]=[CH:22][C:17]=2[S:16]/[C:15]/1=[N:23]\[C:24](=[O:36])[C:25]1[CH:30]=[C:29]([C:31]([F:34])([F:33])[F:32])[CH:28]=[CH:27][C:26]=1[O:5][CH2:4][CH2:3][C:2]([OH:7])([CH3:6])[CH3:1])[CH2:11][CH2:12][CH3:13]. The yield is 0.900.